This data is from Full USPTO retrosynthesis dataset with 1.9M reactions from patents (1976-2016). The task is: Predict the reactants needed to synthesize the given product. (1) The reactants are: [CH2:1]([OH:10])[CH2:2][O:3][CH2:4][CH2:5][O:6][CH2:7][CH2:8][OH:9].[CH3:11][C:12](C)([O-])[CH3:13].[K+].[I-].[K+].C(Br)C=C. Given the product [CH2:13]([CH:1]([OH:10])[CH2:2][O:3][CH2:4][CH2:5][O:6][CH2:7][CH2:8][OH:9])[CH:12]=[CH2:11], predict the reactants needed to synthesize it. (2) Given the product [CH3:1][C:2]1[N:3]=[C:4]([NH:11][C:12]([N:32]2[CH2:33][CH2:34][N:29]([C:24]3[CH:25]=[CH:26][CH:27]=[CH:28][C:23]=3[CH2:21][CH3:22])[CH2:30][CH2:31]2)=[O:20])[C:5]([O:9][CH3:10])=[N:6][C:7]=1[CH3:8], predict the reactants needed to synthesize it. The reactants are: [CH3:1][C:2]1[N:3]=[C:4]([NH:11][C:12](=[O:20])OC2C=CC=CC=2)[C:5]([O:9][CH3:10])=[N:6][C:7]=1[CH3:8].[CH2:21]([C:23]1[CH:28]=[CH:27][CH:26]=[CH:25][C:24]=1[N:29]1[CH2:34][CH2:33][NH:32][CH2:31][CH2:30]1)[CH3:22]. (3) Given the product [NH2:11][C:12]1[CH2:18][C:17]([C:19]([O:21][CH2:22][CH3:23])=[O:20])=[CH:16][C:15]2[CH:24]=[C:25]([C:3]3[CH:4]=[CH:5][CH:6]=[CH:7][C:2]=3[Cl:1])[CH:26]=[CH:27][C:14]=2[N:13]=1, predict the reactants needed to synthesize it. The reactants are: [Cl:1][C:2]1[CH:7]=[CH:6][CH:5]=[CH:4][C:3]=1B(O)O.[NH2:11][C:12]1[CH2:18][C:17]([C:19]([O:21][CH2:22][CH3:23])=[O:20])=[CH:16][C:15]2[CH:24]=[C:25](Br)[CH:26]=[CH:27][C:14]=2[N:13]=1.C1(C)C=CC=CC=1.C(=O)([O-])[O-].[Cs+].[Cs+]. (4) Given the product [CH2:15]([NH:22][C@H:23]1[CH2:24][O:25][C@@H:26]2[C@@H:30]([O:1][C:2]3[C:3]([CH3:8])=[N:4][CH:5]=[CH:6][CH:7]=3)[CH2:29][O:28][C@H:27]12)[C:16]1[CH:17]=[CH:18][CH:19]=[CH:20][CH:21]=1, predict the reactants needed to synthesize it. The reactants are: [OH:1][CH:2]1[CH2:7][CH2:6][CH2:5][NH:4][CH:3]1[CH3:8].CC(C)([O-])C.[K+].[CH2:15]([NH:22][C@@H:23]1[C@H:27]2[O:28][CH2:29][C@@H:30](OS(C3C=CC(C)=CC=3)(=O)=O)[C@H:26]2[O:25][CH2:24]1)[C:16]1[CH:21]=[CH:20][CH:19]=[CH:18][CH:17]=1. (5) Given the product [CH3:2][CH2:1][O:3][C:4]([C:6]1[N:7]([C:17]([O:19][C:20]([CH3:23])([CH3:22])[CH3:21])=[O:18])[C:8]2[C:13]([CH:14]=1)=[CH:12][C:11]([Cl:15])=[CH:10][C:9]=2[CH3:16])=[O:5], predict the reactants needed to synthesize it. The reactants are: [CH2:1]([O:3][C:4]([C:6]1[NH:7][C:8]2[C:13]([CH:14]=1)=[CH:12][C:11]([Cl:15])=[CH:10][C:9]=2[CH3:16])=[O:5])[CH3:2].[C:17](O[C:17]([O:19][C:20]([CH3:23])([CH3:22])[CH3:21])=[O:18])([O:19][C:20]([CH3:23])([CH3:22])[CH3:21])=[O:18].CCN(CC)CC.Cl. (6) Given the product [N:13]1[C:14]2[C:19](=[CH:18][CH:17]=[CH:16][CH:15]=2)[CH:10]=[N:11][CH:12]=1, predict the reactants needed to synthesize it. The reactants are: ClN([C:10]1[C:19]2[C:14](=[CH:15][C:16](O)=[C:17](OC)[CH:18]=2)[N:13]=[CH:12][N:11]=1)C1C=CC=CC=1F.BrCCCOC1CCCCO1.C(=O)([O-])[O-].[K+].[K+]. (7) Given the product [F:1][C:2]1[CH:3]=[C:4]([C:8]2[C@:9]3([CH2:25][CH2:24][C@H:23]4[C@@H:14]([CH2:15][CH2:16][C:17]5[CH:18]=[C:19]([O:26][CH2:28][CH2:29][CH2:30][OH:31])[CH:20]=[CH:21][C:22]=54)[C@@H:11]3[CH2:12][CH:13]=2)[CH3:10])[CH:5]=[N:6][CH:7]=1, predict the reactants needed to synthesize it. The reactants are: [F:1][C:2]1[CH:3]=[C:4]([C:8]2[C@:9]3([CH2:25][CH2:24][C@H:23]4[C@@H:14]([CH2:15][CH2:16][C:17]5[CH:18]=[C:19]([OH:26])[CH:20]=[CH:21][C:22]=54)[C@@H:11]3[CH2:12][CH:13]=2)[CH3:10])[CH:5]=[N:6][CH:7]=1.Br[CH2:28][CH2:29][CH2:30][OH:31].C(=O)([O-])[O-].[K+].[K+].[I-].[Na+]. (8) Given the product [CH3:24][O:23][C:21](=[O:22])[C:20]([N:12]([C:4]1[CH:3]=[C:2]([Cl:1])[CH:7]=[CH:6][C:5]=1[C:8](=[O:11])[CH2:9][CH3:10])[C:13]1[CH:14]=[CH:15][CH:16]=[CH:17][CH:18]=1)=[O:25], predict the reactants needed to synthesize it. The reactants are: [Cl:1][C:2]1[CH:7]=[CH:6][C:5]([C:8](=[O:11])[CH2:9][CH3:10])=[C:4]([NH:12][C:13]2[CH:18]=[CH:17][CH:16]=[CH:15][CH:14]=2)[CH:3]=1.Cl[C:20](=[O:25])[C:21]([O:23][CH3:24])=[O:22].CCCCCC.C(OCC)(=O)C. (9) Given the product [CH:10]12[O:15][CH:13]([CH2:12][CH2:11]1)[CH2:14][N:8]([C:6]1[CH:5]=[CH:4][N:3]=[C:2]([C:20]3[CH:21]=[CH:22][C:17]([NH2:16])=[CH:18][CH:19]=3)[N:7]=1)[CH2:9]2, predict the reactants needed to synthesize it. The reactants are: Cl[C:2]1[N:7]=[C:6]([N:8]2[CH2:14][CH:13]3[O:15][CH:10]([CH2:11][CH2:12]3)[CH2:9]2)[CH:5]=[CH:4][N:3]=1.[NH2:16][C:17]1[CH:22]=[CH:21][C:20](B(O)O)=[CH:19][CH:18]=1.C([O-])([O-])=O.[Na+].[Na+].